From a dataset of Forward reaction prediction with 1.9M reactions from USPTO patents (1976-2016). Predict the product of the given reaction. (1) Given the reactants Br[C:2]1[C:7]([C:8]([F:11])([F:10])[F:9])=[CH:6][C:5]([NH:12][C:13]2[N:17]=[C:16]([NH2:18])[NH:15][N:14]=2)=[CH:4][C:3]=1[Cl:19].[C:20]12([NH:30][S:31]([C:34]3[CH:39]=[CH:38][C:37](B4OC(C)(C)C(C)(C)O4)=[CH:36][N:35]=3)(=[O:33])=[O:32])[CH2:29][CH:24]3[CH2:25][CH:26]([CH2:28][CH:22]([CH2:23]3)[CH2:21]1)[CH2:27]2.C(=O)([O-])[O-].[K+].[K+], predict the reaction product. The product is: [C:20]12([NH:30][S:31]([C:34]3[CH:39]=[C:38]([C:2]4[C:7]([C:8]([F:11])([F:10])[F:9])=[CH:6][C:5]([NH:12][C:13]5[N:17]=[C:16]([NH2:18])[NH:15][N:14]=5)=[CH:4][C:3]=4[Cl:19])[CH:37]=[CH:36][N:35]=3)(=[O:33])=[O:32])[CH2:29][CH:24]3[CH2:25][CH:26]([CH2:28][CH:22]([CH2:23]3)[CH2:21]1)[CH2:27]2. (2) Given the reactants [NH2:1][C:2]1[S:3][C:4]([I:11])=[C:5]([C:7](=[O:10])[CH2:8][CH3:9])[N:6]=1.C(N(CC)CC)C.[O:19]=[C:20]1[C:28]2[C:23](=[CH:24][CH:25]=[CH:26][CH:27]=2)[C:22](=[O:29])N1C(OCC)=O, predict the reaction product. The product is: [I:11][C:4]1[S:3][C:2]([N:1]2[C:20](=[O:19])[C:28]3[C:23](=[CH:24][CH:25]=[CH:26][CH:27]=3)[C:22]2=[O:29])=[N:6][C:5]=1[C:7](=[O:10])[CH2:8][CH3:9].